This data is from Forward reaction prediction with 1.9M reactions from USPTO patents (1976-2016). The task is: Predict the product of the given reaction. (1) Given the reactants [C:12]([O:11][C:9](O[C:9]([O:11][C:12]([CH3:15])([CH3:14])[CH3:13])=[O:10])=[O:10])([CH3:15])([CH3:14])[CH3:13].Cl.[CH3:17][O:18][C:19]([CH:21]1[C:26](=[O:27])[CH2:25][CH2:24][NH:23][CH2:22]1)=[O:20].C(N(CC)CC)C, predict the reaction product. The product is: [CH3:17][O:18][C:19]([CH:21]1[C:26](=[O:27])[CH2:25][CH2:24][N:23]([C:9]([O:11][C:12]([CH3:13])([CH3:14])[CH3:15])=[O:10])[CH2:22]1)=[O:20]. (2) Given the reactants Br[C:2]1[CH:3]=[C:4]2[C:10]([C:11]3[CH:15]=[CH:14][N:13]([CH2:16][C:17]4[CH:22]=[C:21]([F:23])[CH:20]=[C:19]([F:24])[CH:18]=4)[N:12]=3)=[CH:9][N:8]([S:25]([C:28]3[CH:34]=[CH:33][C:31]([CH3:32])=[CH:30][CH:29]=3)(=[O:27])=[O:26])[C:5]2=[N:6][CH:7]=1.CC1(C)C(C)(C)OB([C:43]2[CH:48]=[CH:47][C:46]([N:49]3[CH2:54][CH2:53][N:52]([C:55]([O:57][C:58]([CH3:61])([CH3:60])[CH3:59])=[O:56])[CH2:51][CH2:50]3)=[CH:45][CH:44]=2)O1.C(=O)([O-])[O-].[Na+].[Na+], predict the reaction product. The product is: [F:24][C:19]1[CH:18]=[C:17]([CH:22]=[C:21]([F:23])[CH:20]=1)[CH2:16][N:13]1[CH:14]=[CH:15][C:11]([C:10]2[C:4]3[C:5](=[N:6][CH:7]=[C:2]([C:43]4[CH:44]=[CH:45][C:46]([N:49]5[CH2:50][CH2:51][N:52]([C:55]([O:57][C:58]([CH3:61])([CH3:60])[CH3:59])=[O:56])[CH2:53][CH2:54]5)=[CH:47][CH:48]=4)[CH:3]=3)[N:8]([S:25]([C:28]3[CH:29]=[CH:30][C:31]([CH3:32])=[CH:33][CH:34]=3)(=[O:27])=[O:26])[CH:9]=2)=[N:12]1. (3) Given the reactants [C:1]1(C)[C:6]([OH:7])=[CH:5][CH:4]=[CH:3][CH:2]=1.[H-].[Na+].Cl[C:12]1[N:17]=[N:16][C:15]([C:18]([NH2:20])=[O:19])=[C:14]([NH:21][C:22]2[CH:27]=[CH:26][CH:25]=[C:24]([CH3:28])[N:23]=2)[CH:13]=1.[CH3:29]N(C)C=O, predict the reaction product. The product is: [CH3:28][C:24]1[N:23]=[C:22]([NH:21][C:14]2[CH:13]=[C:12]([O:7][C:6]3[CH:5]=[C:4]([CH3:29])[CH:3]=[CH:2][CH:1]=3)[N:17]=[N:16][C:15]=2[C:18]([NH2:20])=[O:19])[CH:27]=[CH:26][CH:25]=1. (4) Given the reactants Br[C:2]1[CH:31]=[CH:30][C:5]([CH2:6][N:7]([C:17]2[CH:18]=[CH:19][C:20]3[C:25](=[O:26])[O:24][C:23]([CH3:28])([CH3:27])[O:22][C:21]=3[CH:29]=2)[C:8](=[O:16])[CH2:9][CH2:10][CH:11]2[CH2:15][CH2:14][CH2:13][CH2:12]2)=[CH:4][CH:3]=1.[C:32]([C:36]1[CH:41]=[CH:40][C:39]([C:42]#[CH:43])=[CH:38][CH:37]=1)([CH3:35])([CH3:34])[CH3:33], predict the reaction product. The product is: [C:32]([C:36]1[CH:37]=[CH:38][C:39]([C:42]#[C:43][C:2]2[CH:3]=[CH:4][C:5]([CH2:6][N:7]([C:17]3[CH:18]=[CH:19][C:20]4[C:25](=[O:26])[O:24][C:23]([CH3:27])([CH3:28])[O:22][C:21]=4[CH:29]=3)[C:8](=[O:16])[CH2:9][CH2:10][CH:11]3[CH2:12][CH2:13][CH2:14][CH2:15]3)=[CH:30][CH:31]=2)=[CH:40][CH:41]=1)([CH3:35])([CH3:34])[CH3:33]. (5) The product is: [ClH:1].[Cl:1][C:2]1[CH:3]=[N:4][N:5]([C:7]2[CH:12]=[CH:11][C:10]([NH:13][NH2:17])=[CH:9][CH:8]=2)[CH:6]=1.[Cl:1][C:2]1[CH:3]=[N:4][N:5]([C:7]2[CH:12]=[CH:11][C:10]([NH:13][NH2:17])=[CH:9][CH:8]=2)[CH:6]=1. Given the reactants [Cl:1][C:2]1[CH:3]=[N:4][N:5]([C:7]2[CH:12]=[CH:11][C:10]([N+:13]([O-])=O)=[CH:9][CH:8]=2)[CH:6]=1.Cl.[N:17]([O-])=O.[Na+].[Sn](Cl)Cl, predict the reaction product. (6) The product is: [CH2:1]([O:3][C:4]([C:6]1([NH:11][C:12]([CH:14]2[CH2:18][CH:17]([O:19][C:20]3[C:29]4[C:24](=[C:25]([CH3:32])[C:26]([O:30][CH3:31])=[CH:27][CH:28]=4)[N:23]=[C:22]([C:33]4[CH:38]=[CH:37][C:36]([O:39][CH3:40])=[CH:35][CH:34]=4)[N:21]=3)[CH2:16][CH:15]2[C:80](=[O:81])[N:78]([CH2:79][CH2:66][CH2:65][CH2:64][CH:63]=[CH2:62])[CH3:77])=[O:13])[CH2:8][CH:7]1[CH:9]=[CH2:10])=[O:5])[CH3:2]. Given the reactants [CH2:1]([O:3][C:4]([C:6]1([NH:11][C:12]([CH:14]2[CH2:18][CH:17]([O:19][C:20]3[C:29]4[C:24](=[C:25]([CH3:32])[C:26]([O:30][CH3:31])=[CH:27][CH:28]=4)[N:23]=[C:22]([C:33]4[CH:38]=[CH:37][C:36]([O:39][CH3:40])=[CH:35][CH:34]=4)[N:21]=3)[CH2:16][CH:15]2C(O)=O)=[O:13])[CH2:8][CH:7]1[CH:9]=[CH2:10])=[O:5])[CH3:2].C(N(C(C)C)CC)(C)C.CN(C(ON1N=N[C:63]2[CH:64]=[CH:65][CH:66]=N[C:62]1=2)=[N+](C)C)C.F[P-](F)(F)(F)(F)F.[CH3:77][N:78]([CH:80]=[O:81])[CH3:79], predict the reaction product.